Task: Predict which catalyst facilitates the given reaction.. Dataset: Catalyst prediction with 721,799 reactions and 888 catalyst types from USPTO (1) Reactant: [NH2:1][C:2]1[CH:7]=[CH:6][C:5]([OH:8])=[CH:4][C:3]=1[F:9].Br[C:11]1[S:12][CH:13]=[CH:14][N:15]=1.CC([O-])(C)C.[K+].CCOC(C)=O. Product: [F:9][C:3]1[CH:4]=[C:5]([O:8][C:11]2[S:12][CH:13]=[CH:14][N:15]=2)[CH:6]=[CH:7][C:2]=1[NH2:1]. The catalyst class is: 44. (2) Reactant: [Br:1][C:2]1[CH:3]=[C:4]([CH2:22][CH:23]([OH:28])[C:24]([O:26][CH3:27])=[O:25])[CH:5]=[C:6]([Br:21])[C:7]=1[O:8][C:9]1[CH:14]=[C:13]([CH:15]([CH3:17])[CH3:16])[C:12]([O:18]C)=[C:11]([I:20])[CH:10]=1.CSC.B(F)(F)F. Product: [Br:1][C:2]1[CH:3]=[C:4]([CH2:22][CH:23]([OH:28])[C:24]([O:26][CH3:27])=[O:25])[CH:5]=[C:6]([Br:21])[C:7]=1[O:8][C:9]1[CH:14]=[C:13]([CH:15]([CH3:17])[CH3:16])[C:12]([OH:18])=[C:11]([I:20])[CH:10]=1. The catalyst class is: 4. (3) Reactant: [S:1]1[CH:5]=[CH:4][CH:3]=[C:2]1[CH2:6][CH2:7][C:8]([OH:10])=O.O.ON1C2C=CC=CC=2N=N1.Cl.CN(C)CCCN=C=NCC.[CH3:34][C:35]1([C:41]2[CH:42]=[C:43]([NH:47][S:48]([CH3:51])(=[O:50])=[O:49])[CH:44]=[CH:45][CH:46]=2)[CH:40]2[CH:36]1[CH2:37][NH:38][CH2:39]2.C(=O)([O-])O.[Na+]. Product: [CH3:34][C:35]1([C:41]2[CH:42]=[C:43]([NH:47][S:48]([CH3:51])(=[O:50])=[O:49])[CH:44]=[CH:45][CH:46]=2)[CH:40]2[CH:36]1[CH2:37][N:38]([C:8](=[O:10])[CH2:7][CH2:6][C:2]1[S:1][CH:5]=[CH:4][CH:3]=1)[CH2:39]2. The catalyst class is: 405.